The task is: Predict the product of the given reaction.. This data is from Forward reaction prediction with 1.9M reactions from USPTO patents (1976-2016). (1) Given the reactants CCN(C(C)C)C(C)C.C1C=CC2N(O)N=NC=2C=1.CCN=C=NCCCN(C)C.[F:31][C:32]1[CH:37]=[CH:36][CH:35]=[CH:34][C:33]=1[N:38]1[CH:42]=[C:41]([C:43]([OH:45])=O)[N:40]=[N:39]1.Cl.[NH2:47][CH2:48][C:49]([N:51]1[CH2:56][CH2:55][N:54]([C:57](=[O:69])[C:58]2[CH:63]=[C:62]([F:64])[CH:61]=[CH:60][C:59]=2[C:65]([F:68])([F:67])[F:66])[CH2:53][CH2:52]1)=[O:50].FC1C=CC(C(F)(F)F)=C(C=1)C(O)=O, predict the reaction product. The product is: [F:64][C:62]1[CH:61]=[CH:60][C:59]([C:65]([F:67])([F:66])[F:68])=[C:58]([CH:63]=1)[C:57]([N:54]1[CH2:55][CH2:56][N:51]([C:49](=[O:50])[CH2:48][NH:47][C:43]([C:41]2[N:40]=[N:39][N:38]([C:33]3[CH:34]=[CH:35][CH:36]=[CH:37][C:32]=3[F:31])[CH:42]=2)=[O:45])[CH2:52][CH2:53]1)=[O:69]. (2) Given the reactants [O:1]([C:8]1[CH:9]=[C:10]([CH:26]=[CH:27][CH:28]=1)[CH2:11][N:12]1[CH2:17][CH2:16][CH:15]([NH:18][C:19]2[C:20]([NH2:25])=[CH:21][CH:22]=[CH:23][CH:24]=2)[CH2:14][CH2:13]1)[C:2]1[CH:7]=[CH:6][CH:5]=[CH:4][CH:3]=1.Cl.C([O-])(O)=O.[Na+].[CH3:35][C:36](O)=O, predict the reaction product. The product is: [CH3:35][C:36]1[N:18]([CH:15]2[CH2:16][CH2:17][N:12]([CH2:11][C:10]3[CH:26]=[CH:27][CH:28]=[C:8]([O:1][C:2]4[CH:3]=[CH:4][CH:5]=[CH:6][CH:7]=4)[CH:9]=3)[CH2:13][CH2:14]2)[C:19]2[CH:24]=[CH:23][CH:22]=[CH:21][C:20]=2[N:25]=1. (3) Given the reactants [OH:1][CH2:2][C:3]([CH2:14][OH:15])([C:9]([O:11][CH2:12][CH3:13])=[O:10])[C:4]([O:6][CH2:7][CH3:8])=[O:5].[O:16]1[CH:21]=[CH:20][CH2:19][CH2:18][CH2:17]1, predict the reaction product. The product is: [O:16]1[CH2:17][CH2:18][CH2:19][CH2:20][CH:21]1[O:15][CH2:14][C:3]([CH2:2][O:1][CH:17]1[CH2:18][CH2:19][CH2:20][CH2:21][O:16]1)([C:4]([O:6][CH2:7][CH3:8])=[O:5])[C:9]([O:11][CH2:12][CH3:13])=[O:10]. (4) Given the reactants [N:1]1[CH:6]=[CH:5][CH:4]=[C:3]([NH:7][C:8]([NH2:10])=[S:9])[CH:2]=1.[CH2:11]([O:13][C:14](=[O:19])[C:15](=O)[CH2:16]Br)[CH3:12], predict the reaction product. The product is: [CH2:11]([O:13][C:14]([C:15]1[N:10]=[C:8]([NH:7][C:3]2[CH:2]=[N:1][CH:6]=[CH:5][CH:4]=2)[S:9][CH:16]=1)=[O:19])[CH3:12]. (5) Given the reactants [Si](OS(C(F)(F)F)(=O)=O)(C)(C)C.C([Si](CC)(CC)[O:16][CH2:17][CH2:18][O:19][Si](CC)(CC)CC)C.[C:31]([O:38][CH2:39][CH3:40])(=[O:37])[CH2:32][CH2:33][C:34]([CH3:36])=O.N1C=CC=CC=1, predict the reaction product. The product is: [CH3:36][C:34]1([CH2:33][CH2:32][C:31]([O:38][CH2:39][CH3:40])=[O:37])[O:16][CH2:17][CH2:18][O:19]1. (6) Given the reactants [NH2:1][CH2:2][C:3]1[CH:4]=[C:5]([CH2:9][N:10]2[C:18]3[C:13](=[C:14]([O:20][CH3:21])[C:15]([F:19])=[CH:16][CH:17]=3)[C:12]([NH:22][S:23]([C:26]3[S:27][C:28]([Cl:31])=[CH:29][CH:30]=3)(=[O:25])=[O:24])=[N:11]2)[CH:6]=[CH:7][CH:8]=1.N1C=CC=CC=1.[OH-].[K+].C([O:43][C:44]([CH3:49])([CH3:48])[C:45](Cl)=[O:46])(=O)C, predict the reaction product. The product is: [Cl:31][C:28]1[S:27][C:26]([S:23]([NH:22][C:12]2[C:13]3[C:18](=[CH:17][CH:16]=[C:15]([F:19])[C:14]=3[O:20][CH3:21])[N:10]([CH2:9][C:5]3[CH:4]=[C:3]([CH2:2][NH:1][C:45](=[O:46])[C:44]([OH:43])([CH3:49])[CH3:48])[CH:8]=[CH:7][CH:6]=3)[N:11]=2)(=[O:25])=[O:24])=[CH:30][CH:29]=1. (7) Given the reactants [CH2:1]([C:4]1([CH2:7][C:8]([O:10][CH3:11])=[O:9])[CH2:6][CH2:5]1)[CH:2]=[CH2:3].CO.[Br:14]Br.C[O-].[Na+].C(=O)(O)[O-].[Na+], predict the reaction product. The product is: [CH3:11][O:10][C:8](=[O:9])[CH2:7][C:4]1([CH2:1][CH2:2][CH2:3][Br:14])[CH2:5][CH2:6]1.